Dataset: Forward reaction prediction with 1.9M reactions from USPTO patents (1976-2016). Task: Predict the product of the given reaction. (1) Given the reactants [CH:1]1([N:6]2[C:10]3[N:11]=[C:12]([NH2:15])[N:13]=[CH:14][C:9]=3[C:8]3[CH:16]=[CH:17][N:18]=[CH:19][C:7]2=3)[CH2:5][CH2:4][CH2:3][CH2:2]1.Cl[C:21]1[N:26]=[CH:25][C:24]([CH2:27][N:28]2[CH2:33][CH2:32][CH:31]([OH:34])[CH2:30][CH2:29]2)=[CH:23][CH:22]=1.CC1(C)C2C=CC=C(P(C3C=CC=CC=3)C3C=CC=CC=3)C=2OC2C1=CC=CC=2P(C1C=CC=CC=1)C1C=CC=CC=1.C(=O)([O-])[O-].[Cs+].[Cs+], predict the reaction product. The product is: [CH:1]1([N:6]2[C:10]3[N:11]=[C:12]([NH:15][C:21]4[N:26]=[CH:25][C:24]([CH2:27][N:28]5[CH2:29][CH2:30][CH:31]([OH:34])[CH2:32][CH2:33]5)=[CH:23][CH:22]=4)[N:13]=[CH:14][C:9]=3[C:8]3[CH:16]=[CH:17][N:18]=[CH:19][C:7]2=3)[CH2:2][CH2:3][CH2:4][CH2:5]1. (2) Given the reactants [O:1]1[CH2:6][CH2:5][CH:4]([OH:7])[CH2:3][CH2:2]1.[Br:8][C:9]1[CH:10]=[N:11][N:12]2[CH:17]=[CH:16][C:15]([N:18]3[CH2:23][CH2:22][N:21]([C:24](O[C@@H]4CCOC4)=[O:25])[CH2:20][CH2:19]3)=[N:14][C:13]=12, predict the reaction product. The product is: [Br:8][C:9]1[CH:10]=[N:11][N:12]2[CH:17]=[CH:16][C:15]([N:18]3[CH2:23][CH2:22][N:21]([C:24]([O:7][CH:4]4[CH2:5][CH2:6][O:1][CH2:2][CH2:3]4)=[O:25])[CH2:20][CH2:19]3)=[N:14][C:13]=12. (3) Given the reactants [N:1]([CH2:4][CH2:5][C:6]1[CH:7]=[C:8]([C:12]2[N:16]=[CH:15][N:14]([C:17]3[CH:22]=[CH:21][C:20]([O:23][C:24]([F:27])([F:26])[F:25])=[CH:19][CH:18]=3)[N:13]=2)[CH:9]=[CH:10][CH:11]=1)=[C:2]=[O:3].[CH3:28][C:29]1[CH:30]=[CH:31][C:32]([CH2:39][CH2:40][CH3:41])=[C:33]([NH:35][C:36]([NH2:38])=[S:37])[CH:34]=1, predict the reaction product. The product is: [CH3:28][C:29]1[CH:30]=[CH:31][C:32]([CH2:39][CH2:40][CH3:41])=[C:33]([NH:35][C:36]([NH:38][C:2]([NH:1][CH2:4][CH2:5][C:6]2[CH:11]=[CH:10][CH:9]=[C:8]([C:12]3[N:16]=[CH:15][N:14]([C:17]4[CH:22]=[CH:21][C:20]([O:23][C:24]([F:26])([F:25])[F:27])=[CH:19][CH:18]=4)[N:13]=3)[CH:7]=2)=[O:3])=[S:37])[CH:34]=1. (4) Given the reactants C1N=CN(C(N2C=NC=C2)=O)C=1.OC(C(F)(F)F)=O.[CH:20]1([C:26]2[C:27]3[CH:28]=[CH:29][C:30]([C:57](OC(C)(C)C)=[O:58])=[CH:31][C:32]=3[N:33]3[CH2:39][C:38]([C:40]([N:42]4[CH:47]5[CH2:48][CH2:49][CH:43]4[CH2:44][N:45]([CH3:50])[CH2:46]5)=[O:41])=[CH:37][C:36]4[CH:51]=[C:52]([O:55][CH3:56])[CH:53]=[CH:54][C:35]=4[C:34]=23)[CH2:25][CH2:24][CH2:23][CH2:22][CH2:21]1.[CH3:64][CH:65]([S:67]([NH2:70])(=[O:69])=[O:68])[CH3:66].C1CCN2C(=NCCC2)CC1, predict the reaction product. The product is: [CH:20]1([C:26]2[C:27]3[CH:28]=[CH:29][C:30]([C:57]([NH:70][S:67]([CH:65]([CH3:66])[CH3:64])(=[O:69])=[O:68])=[O:58])=[CH:31][C:32]=3[N:33]3[CH2:39][C:38]([C:40]([N:42]4[CH:43]5[CH2:49][CH2:48][CH:47]4[CH2:46][N:45]([CH3:50])[CH2:44]5)=[O:41])=[CH:37][C:36]4[CH:51]=[C:52]([O:55][CH3:56])[CH:53]=[CH:54][C:35]=4[C:34]=23)[CH2:21][CH2:22][CH2:23][CH2:24][CH2:25]1. (5) The product is: [CH:11]1([NH:10][C:8]([C:7]2[C:2]([S:50][CH2:49][C:45]3[CH:46]=[CH:47][CH:48]=[C:43]([C:42]([F:41])([F:51])[F:52])[CH:44]=3)=[N:3][CH:4]=[CH:5][CH:6]=2)=[O:9])[CH2:16][CH2:15][CH2:14][CH2:13][CH2:12]1. Given the reactants Cl[C:2]1[C:7]([C:8]([NH:10][CH:11]2[CH2:16][CH2:15][CH2:14][CH2:13][CH2:12]2)=[O:9])=[CH:6][CH:5]=[CH:4][N:3]=1.[CH:11]1([NH:10][C:8]([C:7]2[C:2](SCCC3C=CC=CN=3)=[N:3][CH:4]=[CH:5][CH:6]=2)=[O:9])[CH2:12][CH2:13][CH2:14][CH2:15][CH2:16]1.[F:41][C:42]([F:52])([F:51])[C:43]1[CH:44]=[C:45]([CH2:49][SH:50])[CH:46]=[CH:47][CH:48]=1.C(=O)([O-])[O-].[Cs+].[Cs+].C(#N)CCC, predict the reaction product.